From a dataset of TCR-epitope binding with 47,182 pairs between 192 epitopes and 23,139 TCRs. Binary Classification. Given a T-cell receptor sequence (or CDR3 region) and an epitope sequence, predict whether binding occurs between them. (1) The epitope is FPPTSFGPL. The TCR CDR3 sequence is CASSQVSGSGEKLFF. Result: 1 (the TCR binds to the epitope). (2) The epitope is LPRRSGAAGA. The TCR CDR3 sequence is CASSLIGVSSYNEQFF. Result: 1 (the TCR binds to the epitope). (3) The epitope is FVDGVPFVV. The TCR CDR3 sequence is CASSQGSGRAGYNEQFF. Result: 1 (the TCR binds to the epitope). (4) The epitope is YLDAYNMMI. The TCR CDR3 sequence is CASSQGLYSNQPQHF. Result: 1 (the TCR binds to the epitope). (5) The epitope is TEKSNIIRGW. The TCR CDR3 sequence is CSVASPANTGELFF. Result: 0 (the TCR does not bind to the epitope). (6) The epitope is EILDITPCSF. The TCR CDR3 sequence is CASSFSVAVTDTQYF. Result: 0 (the TCR does not bind to the epitope). (7) The TCR CDR3 sequence is CASSQADYNEQFF. The epitope is KPLEFGATSAAL. Result: 1 (the TCR binds to the epitope). (8) The epitope is GLIYNRMGAVTTEV. The TCR CDR3 sequence is CSASEYFTSGGPSLYEQYF. Result: 0 (the TCR does not bind to the epitope). (9) Result: 1 (the TCR binds to the epitope). The epitope is GILGFVFTL. The TCR CDR3 sequence is CASSSGQGNQPQHF. (10) The epitope is QARQMVQAMRTIGTHP. The TCR CDR3 sequence is CASSQGGGFGYEQYF. Result: 0 (the TCR does not bind to the epitope).